The task is: Binary Classification. Given a miRNA mature sequence and a target amino acid sequence, predict their likelihood of interaction.. This data is from Experimentally validated miRNA-target interactions with 360,000+ pairs, plus equal number of negative samples. (1) The miRNA is hsa-miR-506-3p with sequence UAAGGCACCCUUCUGAGUAGA. The protein sequence of the target gene is MLLFGLLVAGVADGCDLVPRHLRGRRASGSAGAAASPSAAAAGERQALLTDPCMSLSPPCFTEEDRFSLEALQTIHKQMDDDKDGGIEVDESDEFIREDMKYKDATNKHSHLHREDKHITVEDLWKQWKTSEVHNWTLEDTLQWLIEFVELPQYEKNFRDNNVKGTTLPRIAVHETSFMISQLKISDRSHRQKLQLKALDVVLFGPLTRPPHNWMKDFILTISIVIGVGGCWFAYTQNKTSKEHVAKMMKDLESLQTAEQSLMDLQERLEKAQEENRTVAVEKQNLERKMMDEINYAKEE.... Result: 0 (no interaction). (2) The miRNA is mmu-miR-875-3p with sequence CCUGAAAAUACUGAGGCUAUG. The protein sequence of the target gene is MKCVFVTVGTTSFDDLIACVSAPDSLQKIESLGYNRLILQIGRGTVVPEPFSTESFTLDVYRYKDSLKEDIQKADLVISHAGAGSCLETLEKGKPLVVVINEKLMNNHQLELAKQLHKEGHLFYCTCRVLTCPGQAKSIASAPGKCQDSAALTSTAFSGLDFGLLSGYLHKQALVTATHPTCTLLFPSCHAFFPLPLTPTLYKMHKGWKNYCSQKSLNEASMDEYLGSLGLFRKLTAKDASCLFRAISEQLFCSQVHHLEIRKACVSYMRENQQTFESYVEGSFEKYLERLGDPKESAGQ.... Result: 0 (no interaction). (3) The miRNA is hsa-miR-6846-5p with sequence UGGGGGCUGGAUGGGGUAGAGU. The protein sequence of the target gene is MERLTLPLGGAAAVDEYLEYRRIVGEDDGGKLFTPEEYEEYKRKVLPLRLQNRLFVSWRSPTGMDCKLVGPETLCFCTHRYKQHKTDLEAIPQQCPIDLPCQVTGCQCRAYLYVPLNGSQPIRCRCKHFADQHSAAPGFTCNTCSKCSGFHSCFTCACGQPAYAHDTVVETKQERLAQEKPVGQDIPYAAMGGLTGFSSLAEGYMRLDDSGIGVPSVEFLESPITAVDSPFLKAFQASSSSSPETLTDVGTSSQVSSLRRPEEDDMAFFERRYQERMKMEKAAKWKGKAPLPSATKPS. Result: 0 (no interaction). (4) The miRNA is mmu-miR-126a-3p with sequence UCGUACCGUGAGUAAUAAUGCG. The protein sequence of the target gene is MRSVSYVQRVALEFSGSLFPHAICLGDVDNDTLNELVVGDTSGKVSVYKNDDSRPWLTCSCQGMLTCVGVGDVCNKGKNLLVAVSAEGWFHLFDLTPAKVLDASGHHETLIGEEQRPVFKQHIPANTKVMLISDIDGDGCRELVVGYTDRVVRAFRWEELGEGPEHLTGQLVSLKKWMLEGQVDSLSVTLGPLGLPELMVSQPGCAYAILLCTWKKDTGSPPASEGPTDGSRETPAARDVVLHQTSGRIHNKNVSTHLIGNIKQGHGTESSGSGLFALCTLDGTLKLMEEMEEADKLLWS.... Result: 0 (no interaction).